This data is from Catalyst prediction with 721,799 reactions and 888 catalyst types from USPTO. The task is: Predict which catalyst facilitates the given reaction. (1) Reactant: [Cl:1][C:2]1[CH:8]=[CH:7][C:6]([C:9]([F:12])([F:11])[F:10])=[CH:5][C:3]=1[NH2:4].N1C=CC=CC=1.Cl[C:20](OC1C=CC=CC=1)=[O:21].[Cl:29][C:30]1[CH:36]=[C:35]([O:37][C:38]2[C:39]3[N:46]([CH3:47])[CH:45]=[CH:44][C:40]=3[N:41]=[CH:42][N:43]=2)[CH:34]=[CH:33][C:31]=1[NH2:32]. Product: [Cl:29][C:30]1[CH:36]=[C:35]([O:37][C:38]2[C:39]3[N:46]([CH3:47])[CH:45]=[CH:44][C:40]=3[N:41]=[CH:42][N:43]=2)[CH:34]=[CH:33][C:31]=1[NH:32][C:20]([NH:4][C:3]1[CH:5]=[C:6]([C:9]([F:10])([F:11])[F:12])[CH:7]=[CH:8][C:2]=1[Cl:1])=[O:21]. The catalyst class is: 395. (2) Reactant: [C:1]([N:20]1[C:28]2[C:23](=[CH:24][CH:25]=[CH:26][CH:27]=2)[C:22]([C:29](OCC(C)C)=[O:30])=[N:21]1)([C:14]1[CH:19]=[CH:18][CH:17]=[CH:16][CH:15]=1)([C:8]1[CH:13]=[CH:12][CH:11]=[CH:10][CH:9]=1)[C:2]1[CH:7]=[CH:6][CH:5]=[CH:4][CH:3]=1.[H-].[H-].[H-].[H-].[Li+].[Al+3].O.[OH-].[Na+]. Product: [C:1]([N:20]1[C:28]2[C:23](=[CH:24][CH:25]=[CH:26][CH:27]=2)[C:22]([CH2:29][OH:30])=[N:21]1)([C:14]1[CH:19]=[CH:18][CH:17]=[CH:16][CH:15]=1)([C:8]1[CH:9]=[CH:10][CH:11]=[CH:12][CH:13]=1)[C:2]1[CH:7]=[CH:6][CH:5]=[CH:4][CH:3]=1. The catalyst class is: 1. (3) Reactant: [C:1]([O:5][C@@H:6]([C:12]1[C:13]([CH3:40])=[N:14][C:15]([CH3:39])=[C:16]([C:26]2[CH:31]=[CH:30][C:29]([O:32][C:33]3[CH:38]=[CH:37][CH:36]=[CH:35][CH:34]=3)=[CH:28][CH:27]=2)[C:17]=1[N:18]1[CH2:23][CH2:22][C:21]([CH3:25])([CH3:24])[CH2:20][CH2:19]1)[C:7]([O:9]CC)=[O:8])([CH3:4])([CH3:3])[CH3:2].[Li+].[OH-]. Product: [C:1]([O:5][C@@H:6]([C:12]1[C:13]([CH3:40])=[N:14][C:15]([CH3:39])=[C:16]([C:26]2[CH:31]=[CH:30][C:29]([O:32][C:33]3[CH:34]=[CH:35][CH:36]=[CH:37][CH:38]=3)=[CH:28][CH:27]=2)[C:17]=1[N:18]1[CH2:19][CH2:20][C:21]([CH3:25])([CH3:24])[CH2:22][CH2:23]1)[C:7]([OH:9])=[O:8])([CH3:4])([CH3:2])[CH3:3]. The catalyst class is: 88. (4) Reactant: [F:1][C:2]1[CH:26]=[C:25]([F:27])[CH:24]=[CH:23][C:3]=1[CH2:4][O:5][C:6]1[CH:11]=[C:10]([CH3:12])[N:9]([C:13]2[CH:18]=[C:17]([CH2:19][OH:20])[CH:16]=[CH:15][C:14]=2[CH3:21])[C:8](=[O:22])[CH:7]=1.[Cl:28]N1C(=O)CCC1=O. Product: [Cl:28][C:7]1[C:8](=[O:22])[N:9]([C:13]2[CH:18]=[C:17]([CH2:19][OH:20])[CH:16]=[CH:15][C:14]=2[CH3:21])[C:10]([CH3:12])=[CH:11][C:6]=1[O:5][CH2:4][C:3]1[CH:23]=[CH:24][C:25]([F:27])=[CH:26][C:2]=1[F:1]. The catalyst class is: 2. (5) Reactant: C([O:8][C:9]1[C:10](=[O:28])[N:11]([CH3:27])[CH:12]=[C:13]([C:15]2[CH:16]=[C:17]([C:21]3[CH:26]=[CH:25][CH:24]=[CH:23][CH:22]=3)[CH:18]=[CH:19][CH:20]=2)[CH:14]=1)C1C=CC=CC=1. Product: [C:17]1([C:21]2[CH:26]=[CH:25][CH:24]=[CH:23][CH:22]=2)[CH:18]=[CH:19][CH:20]=[C:15]([C:13]2[CH:14]=[C:9]([OH:8])[C:10](=[O:28])[N:11]([CH3:27])[CH:12]=2)[CH:16]=1. The catalyst class is: 19. (6) Reactant: Br[C:2]1[CH:3]=[CH:4][C:5]([O:8][CH:9]2[CH2:14][O:13][C:12]3=[N:15][C:16]([N+:18]([O-:20])=[O:19])=[CH:17][N:11]3[CH2:10]2)=[N:6][CH:7]=1.[F:21][C:22]1[CH:23]=[C:24]([N:38]2[CH2:42][CH:41]([CH2:43][NH:44][C:45](=[O:47])[CH3:46])[O:40][C:39]2=[O:48])[CH:25]=[C:26]([F:37])[C:27]=1B1OC(C)(C)C(C)(C)O1.C([O-])([O-])=O.[K+].[K+]. Product: [F:21][C:22]1[CH:23]=[C:24]([N:38]2[CH2:42][CH:41]([CH2:43][NH:44][C:45](=[O:47])[CH3:46])[O:40][C:39]2=[O:48])[CH:25]=[C:26]([F:37])[C:27]=1[C:2]1[CH:7]=[N:6][C:5]([O:8][CH:9]2[CH2:14][O:13][C:12]3=[N:15][C:16]([N+:18]([O-:20])=[O:19])=[CH:17][N:11]3[CH2:10]2)=[CH:4][CH:3]=1. The catalyst class is: 339. (7) Reactant: [CH3:1][O:2][C:3]1[CH:8]=[CH:7][C:6]([C:9](=O)[CH2:10][CH2:11][C:12](=O)[CH3:13])=[CH:5][CH:4]=1.[CH2:16]([NH2:28])[CH2:17][CH2:18][CH2:19][CH2:20][CH2:21][CH2:22][CH2:23][CH2:24][CH2:25][CH2:26][CH3:27].C1(C)C=CC(S(O)(=O)=O)=CC=1. Product: [CH2:16]([N:28]1[C:12]([CH3:13])=[CH:11][CH:10]=[C:9]1[C:6]1[CH:7]=[CH:8][C:3]([O:2][CH3:1])=[CH:4][CH:5]=1)[CH2:17][CH2:18][CH2:19][CH2:20][CH2:21][CH2:22][CH2:23][CH2:24][CH2:25][CH2:26][CH3:27]. The catalyst class is: 11. (8) Reactant: C(N)(C1C=CC=CC=1)C1C=CC=CC=1.C(O)(=O)C.[BH3-]C#N.[Na+].[C:23]([Si:27]([CH3:80])([CH3:79])[O:28][C@@H:29]1[C@@:33]([CH:53]([NH:62][CH2:63][C:64]2[CH:69]=[CH:68][CH:67]=[CH:66][CH:65]=2)[NH:54][CH2:55][C:56]2[CH:61]=[CH:60][CH:59]=[CH:58][CH:57]=2)([CH2:34][O:35][Si:36]([C:49]([CH3:52])([CH3:51])[CH3:50])([C:43]2[CH:48]=[CH:47][CH:46]=[CH:45][CH:44]=2)[C:37]2[CH:42]=[CH:41][CH:40]=[CH:39][CH:38]=2)[O:32][C@@H:31]([N:70]2[CH:78]=[C:76](C)[C:74](=[O:75])[NH:73][C:71]2=[O:72])[CH2:30]1)([CH3:26])([CH3:25])[CH3:24]. Product: [C:23]([Si:27]([CH3:80])([CH3:79])[O:28][C@@H:29]1[C@@:33]([CH:53]([NH:54][CH2:55][C:56]2[CH:61]=[CH:60][CH:59]=[CH:58][CH:57]=2)[NH:62][CH2:63][C:64]2[CH:65]=[CH:66][CH:67]=[CH:68][CH:69]=2)([CH2:34][O:35][Si:36]([C:49]([CH3:52])([CH3:51])[CH3:50])([C:43]2[CH:48]=[CH:47][CH:46]=[CH:45][CH:44]=2)[C:37]2[CH:38]=[CH:39][CH:40]=[CH:41][CH:42]=2)[O:32][C@@H:31]([N:70]2[CH:78]=[CH:76][C:74](=[O:75])[NH:73][C:71]2=[O:72])[CH2:30]1)([CH3:24])([CH3:25])[CH3:26]. The catalyst class is: 10.